Task: Predict the reactants needed to synthesize the given product.. Dataset: Full USPTO retrosynthesis dataset with 1.9M reactions from patents (1976-2016) Given the product [CH2:27]([O:30][C:2]1[N:7]2[N:8]=[C:9]([C:18]3[CH:23]=[CH:22][CH:21]=[CH:20][C:19]=3[Cl:24])[C:10]([C:11]3[CH:12]=[CH:13][C:14]([Cl:17])=[CH:15][CH:16]=3)=[C:6]2[N:5]=[CH:4][CH:3]=1)[CH:28]=[CH2:29], predict the reactants needed to synthesize it. The reactants are: Cl[C:2]1[N:7]2[N:8]=[C:9]([C:18]3[CH:23]=[CH:22][CH:21]=[CH:20][C:19]=3[Cl:24])[C:10]([C:11]3[CH:16]=[CH:15][C:14]([Cl:17])=[CH:13][CH:12]=3)=[C:6]2[N:5]=[CH:4][CH:3]=1.[H-].[Na+].[CH2:27]([OH:30])[CH:28]=[CH2:29].